Dataset: Forward reaction prediction with 1.9M reactions from USPTO patents (1976-2016). Task: Predict the product of the given reaction. Given the reactants [CH3:1][C:2]1[C:6]([C:7]2[C:8]([C:15]3[CH:20]=[CH:19][C:18]([O:21]C)=[CH:17][CH:16]=3)=[N:9][N:10]([CH3:14])[C:11]=2[CH:12]=O)=[C:5]([CH3:23])[O:4][N:3]=1.Cl.[NH2:25][OH:26].N1C=CC=CC=1.Cl.B(F)(F)F, predict the reaction product. The product is: [CH3:1][C:2]1[C:6]([C:7]2[C:8]([C:15]3[CH:20]=[CH:19][C:18]([OH:21])=[CH:17][CH:16]=3)=[N:9][N:10]([CH3:14])[C:11]=2[CH:12]=[N:25][OH:26])=[C:5]([CH3:23])[O:4][N:3]=1.